This data is from Full USPTO retrosynthesis dataset with 1.9M reactions from patents (1976-2016). The task is: Predict the reactants needed to synthesize the given product. (1) The reactants are: [CH:1]1([N:5]2[CH2:11][CH2:10][C:9]3[CH:12]=[C:13]([C:16]#[N:17])[CH:14]=[CH:15][C:8]=3[CH2:7][CH2:6]2)[CH2:4][CH2:3][CH2:2]1.[H-].[H-].[H-].[H-].[Li+].[Al+3]. Given the product [CH:1]1([N:5]2[CH2:11][CH2:10][C:9]3[CH:12]=[C:13]([CH2:16][NH2:17])[CH:14]=[CH:15][C:8]=3[CH2:7][CH2:6]2)[CH2:4][CH2:3][CH2:2]1, predict the reactants needed to synthesize it. (2) Given the product [OH:2][C:3]1[CH:4]=[CH:5][C:6]([C:9]2[N:10]=[CH:11][N:12]([CH2:14][CH2:15][C:16]([NH2:19])([CH3:17])[CH3:18])[CH:13]=2)=[CH:7][CH:8]=1, predict the reactants needed to synthesize it. The reactants are: C[O:2][C:3]1[CH:8]=[CH:7][C:6]([C:9]2[N:10]=[CH:11][N:12]([CH2:14][CH2:15][C:16]([NH2:19])([CH3:18])[CH3:17])[CH:13]=2)=[CH:5][CH:4]=1.Cl.N1C=CC=CC=1.[OH-].[Na+]. (3) Given the product [Br:16][C:17]1[C:18]([C:23]2[NH:27][N:26]=[CH:25][N:24]=2)=[C:19]([NH:22][C:13](=[O:15])[CH2:12][N:3]2[C:4]3[C:9](=[CH:8][N:7]=[CH:6][CH:5]=3)[CH2:10][CH2:11][C:2]2=[O:1])[S:20][CH:21]=1, predict the reactants needed to synthesize it. The reactants are: [O:1]=[C:2]1[CH2:11][CH2:10][C:9]2[C:4](=[CH:5][CH:6]=[N:7][CH:8]=2)[N:3]1[CH2:12][C:13]([OH:15])=O.[Br:16][C:17]1[C:18]([C:23]2[NH:27][N:26]=[CH:25][N:24]=2)=[C:19]([NH2:22])[S:20][CH:21]=1.